This data is from Full USPTO retrosynthesis dataset with 1.9M reactions from patents (1976-2016). The task is: Predict the reactants needed to synthesize the given product. (1) Given the product [CH3:1][C:2]1[CH:3]=[C:4]([N:9]([CH3:26])[C:10]2[C:19]3[C:14](=[CH:15][CH:16]=[CH:17][CH:18]=3)[C:13](=[O:20])[N:12]([CH3:21])[C:11]=2[CH2:22][OH:23])[CH:5]=[CH:6][C:7]=1[CH3:8], predict the reactants needed to synthesize it. The reactants are: [CH3:1][C:2]1[CH:3]=[C:4]([N:9]([CH3:26])[C:10]2[C:19]3[C:14](=[CH:15][CH:16]=[CH:17][CH:18]=3)[C:13](=[O:20])[N:12]([CH3:21])[C:11]=2[C:22](OC)=[O:23])[CH:5]=[CH:6][C:7]=1[CH3:8].[BH4-].[Li+].C1COCC1. (2) The reactants are: C[O:2][C:3](=[O:25])[C:4]([CH3:24])([O:6][C:7]1[CH:12]=[CH:11][C:10]([CH2:13][CH2:14][CH2:15][CH:16]2[CH2:20][NH:19][C:18](=[O:21])[N:17]2[CH3:22])=[CH:9][C:8]=1[CH3:23])[CH3:5].Cl[CH2:27][C:28]1[CH:37]=[CH:36][C:35]2[C:30](=[CH:31][CH:32]=[CH:33][CH:34]=2)[N:29]=1. Given the product [CH3:24][C:4]([O:6][C:7]1[CH:12]=[CH:11][C:10]([CH2:13][CH2:14][CH2:15][CH:16]2[CH2:20][N:19]([CH2:27][C:28]3[CH:37]=[CH:36][C:35]4[C:30](=[CH:31][CH:32]=[CH:33][CH:34]=4)[N:29]=3)[C:18](=[O:21])[N:17]2[CH3:22])=[CH:9][C:8]=1[CH3:23])([CH3:5])[C:3]([OH:25])=[O:2], predict the reactants needed to synthesize it. (3) The reactants are: [S:1]1[C:5]([C:6]2[C:7]([O:16][CH3:17])=[CH:8][C:9]([O:14][CH3:15])=[C:10]([CH:13]=2)[CH:11]=O)=[CH:4][C:3]2[CH:18]=[CH:19][CH:20]=[CH:21][C:2]1=2.[C:22](Br)(Br)([Br:24])[Br:23].C1(P(C2C=CC=CC=2)C2C=CC=CC=2)C=CC=CC=1. Given the product [Br:23][C:22]([Br:24])=[CH:11][C:10]1[C:9]([O:14][CH3:15])=[CH:8][C:7]([O:16][CH3:17])=[C:6]([C:5]2[S:1][C:2]3[CH:21]=[CH:20][CH:19]=[CH:18][C:3]=3[CH:4]=2)[CH:13]=1, predict the reactants needed to synthesize it.